Task: Predict the reaction yield, written as a fraction of the theoretical maximum amount of product (1.0 means a 100% yield; for example, 0.34 means a 34% yield).. Dataset: Reaction yield outcomes from USPTO patents with 853,638 reactions (1) The reactants are [N:1]1([C:6]2[CH:13]=[CH:12][C:9]([CH:10]=O)=[CH:8][CH:7]=2)[CH:5]=[N:4][CH:3]=[N:2]1.[C:14]([O-])([O-])=O.[K+].[K+]. The catalyst is O1CCOCC1.[Br-].C[P+](C1C=CC=CC=1)(C1C=CC=CC=1)C1C=CC=CC=1. The product is [CH:10]([C:9]1[CH:12]=[CH:13][C:6]([N:1]2[CH:5]=[N:4][CH:3]=[N:2]2)=[CH:7][CH:8]=1)=[CH2:14]. The yield is 0.630. (2) The catalyst is ClCCl.C(OCC)(=O)C. The yield is 0.310. The reactants are C(OC([NH:8][C@H:9]([CH2:31][C:32]1[CH:37]=[CH:36][CH:35]=[CH:34][CH:33]=1)[CH2:10][N:11]([CH2:14][C@H:15]([NH:23][C:24]([O:26][C:27](C)(C)[CH3:28])=[O:25])[CH2:16][C:17]1[CH:22]=[CH:21][CH:20]=[CH:19][CH:18]=1)[CH2:12][CH3:13])=O)(C)(C)C.FC(F)(F)C(O)=O.[C:45](=[O:63])([O:56][CH2:57][C:58]1[S:62][CH:61]=[N:60][CH:59]=1)OC1C=CC([N+]([O-])=O)=CC=1. The product is [CH2:12]([N:11]([CH2:10][C@@H:9]([NH:8][C:45]([O:56][CH2:57][C:58]1[S:62][CH:61]=[N:60][CH:59]=1)=[O:63])[CH2:31][C:32]1[CH:33]=[CH:34][CH:35]=[CH:36][CH:37]=1)[CH2:14][C@@H:15]([NH:23][C:24]([O:26][CH2:27][C:28]1[S:62][CH:61]=[N:60][CH:59]=1)=[O:25])[CH2:16][C:17]1[CH:22]=[CH:21][CH:20]=[CH:19][CH:18]=1)[CH3:13]. (3) The reactants are [N+:1]([C:4]1[CH:15]=[CH:14][C:7]([O:8][CH:9]([CH3:13])[C:10]([OH:12])=[O:11])=[CH:6][CH:5]=1)([O-:3])=[O:2].O[CH2:17][CH2:18][O:19][C:20](=[O:33])[CH:21]([O:23][C:24]1[CH:29]=[CH:28][C:27]([N+:30]([O-:32])=[O:31])=[CH:26][CH:25]=1)[CH3:22].C1(N=C=NC2CCCCC2)CCCCC1. The catalyst is ClCCl. The product is [N+:1]([C:4]1[CH:5]=[CH:6][C:7]([O:8][CH:9]([CH3:13])[C:10]([O:12][CH2:17][CH2:18][O:19][C:20](=[O:33])[CH:21]([O:23][C:24]2[CH:29]=[CH:28][C:27]([N+:30]([O-:32])=[O:31])=[CH:26][CH:25]=2)[CH3:22])=[O:11])=[CH:14][CH:15]=1)([O-:3])=[O:2]. The yield is 0.351. (4) The reactants are [NH:1]1[CH2:6][CH2:5][O:4][CH2:3][CH2:2]1.[Cl:7][C:8]1[N:9]=[C:10](Cl)[C:11]2[S:16][CH:15]=[CH:14][C:12]=2[N:13]=1. No catalyst specified. The product is [Cl:7][C:8]1[N:9]=[C:10]([N:1]2[CH2:6][CH2:5][O:4][CH2:3][CH2:2]2)[C:11]2[S:16][CH:15]=[CH:14][C:12]=2[N:13]=1. The yield is 0.940. (5) The reactants are Br[C:2]1[C:10]2[N:9]=[C:8]3[N:11]([C:15]4[CH:20]=[CH:19][C:18]([O:21][CH3:22])=[CH:17][C:16]=4[CH3:23])[CH2:12][CH2:13][CH2:14][N:7]3[C:6]=2[C:5]([CH:24]([OH:29])[C:25]([F:28])([F:27])[F:26])=[CH:4][CH:3]=1.[CH3:30][O-:31].[Na+]. The catalyst is CN(C)C=O.[Cu]I. The product is [F:28][C:25]([F:26])([F:27])[CH:24]([C:5]1[C:6]2[N:7]3[CH2:14][CH2:13][CH2:12][N:11]([C:15]4[CH:20]=[CH:19][C:18]([O:21][CH3:22])=[CH:17][C:16]=4[CH3:23])[C:8]3=[N:9][C:10]=2[C:2]([O:31][CH3:30])=[CH:3][CH:4]=1)[OH:29]. The yield is 0.540. (6) The reactants are [C:1]1([CH:7](O)[CH:8]=[CH:9][CH3:10])[CH:6]=[CH:5][CH:4]=[CH:3][CH:2]=1.Cl.CC[O:15]CC.C(=O)(O)[O-].[Na+]. The catalyst is O1CCOCC1. The product is [C:1]1([CH:7]=[CH:8][CH:9]([OH:15])[CH3:10])[CH:6]=[CH:5][CH:4]=[CH:3][CH:2]=1. The yield is 0.968. (7) The reactants are [CH:1]1([C:10]2[CH:17]=[CH:16][CH:15]=[CH:14][C:11]=2[CH:12]=O)[C:9]2[C:4](=[CH:5][CH:6]=[CH:7][CH:8]=2)[CH:3]=[CH:2]1.[NH2:18][C:19]1[CH:24]=[CH:23][CH:22]=[CH:21][CH:20]=1.[BH4-].[Na+].O. The catalyst is C(O)C.C1(C)C=CC=CC=1. The product is [CH:1]1([C:10]2[CH:17]=[CH:16][CH:15]=[CH:14][C:11]=2[CH2:12][NH:18][C:19]2[CH:24]=[CH:23][CH:22]=[CH:21][CH:20]=2)[C:9]2[C:4](=[CH:5][CH:6]=[CH:7][CH:8]=2)[CH:3]=[CH:2]1. The yield is 0.240. (8) The catalyst is C(COC)OC.O.C1C=CC([P]([Pd]([P](C2C=CC=CC=2)(C2C=CC=CC=2)C2C=CC=CC=2)([P](C2C=CC=CC=2)(C2C=CC=CC=2)C2C=CC=CC=2)[P](C2C=CC=CC=2)(C2C=CC=CC=2)C2C=CC=CC=2)(C2C=CC=CC=2)C2C=CC=CC=2)=CC=1. The yield is 0.630. The reactants are [Cl:1][C:2]1[CH:3]=[C:4]2[C:8](=[CH:9][CH:10]=1)[NH:7][CH:6]=[C:5]2[CH2:11][CH2:12][NH:13][C:14](=[O:22])[C:15]1[CH:20]=[CH:19][C:18](I)=[CH:17][CH:16]=1.[F:23][C:24]1[CH:29]=[CH:28][C:27](B(O)O)=[CH:26][CH:25]=1.C(=O)([O-])[O-].[Na+].[Na+]. The product is [Cl:1][C:2]1[CH:3]=[C:4]2[C:8](=[CH:9][CH:10]=1)[NH:7][CH:6]=[C:5]2[CH2:11][CH2:12][NH:13][C:14]([C:15]1[CH:20]=[CH:19][C:18]([C:27]2[CH:28]=[CH:29][C:24]([F:23])=[CH:25][CH:26]=2)=[CH:17][CH:16]=1)=[O:22]. (9) The reactants are [Br:1][C:2]1[NH:3][C:4]2[CH:10]=[C:9]([Cl:11])[C:8]([Cl:12])=[CH:7][C:5]=2[N:6]=1.O([Si](C)(C)C)S(C(F)(F)F)(=O)=O.C(O[C@@H:29]1[O:46][CH2:45][C@@H:40]([O:41][C:42](=[O:44])[CH3:43])[C@@H:35]([O:36][C:37](=[O:39])[CH3:38])[C@H:30]1[O:31][C:32](=[O:34])[CH3:33])(=O)C.C(=O)(O)[O-].[Na+]. The catalyst is ClCCCl. The product is [Br:1][C:2]1[N:3]([C@@H:45]2[O:46][CH2:29][C@@H:30]([O:31][C:32](=[O:34])[CH3:33])[C@@H:35]([O:36][C:37](=[O:39])[CH3:38])[C@H:40]2[O:41][C:42](=[O:44])[CH3:43])[C:4]2[CH:10]=[C:9]([Cl:11])[C:8]([Cl:12])=[CH:7][C:5]=2[N:6]=1. The yield is 0.560. (10) The reactants are [Br:1][C:2]1[C:3]2[CH2:4][C@@H:5]3[CH2:14][NH:13][CH2:12][CH2:11][N:6]3[C:7]=2[CH:8]=[CH:9][CH:10]=1.Br[CH2:16][C:17]([O:19][CH3:20])=[O:18].C(=O)([O-])[O-].[K+].[K+]. The catalyst is C(#N)C. The product is [CH3:20][O:19][C:17](=[O:18])[CH2:16][N:13]1[CH2:12][CH2:11][N:6]2[C:7]3[CH:8]=[CH:9][CH:10]=[C:2]([Br:1])[C:3]=3[CH2:4][C@@H:5]2[CH2:14]1. The yield is 0.630.